From a dataset of Catalyst prediction with 721,799 reactions and 888 catalyst types from USPTO. Predict which catalyst facilitates the given reaction. (1) Reactant: [Cl:1][C:2]1[N:7]=[CH:6][C:5]([CH:8]=[O:9])=[CH:4][CH:3]=1.[F:10][C:11]([Si](C)(C)C)([F:13])[F:12].[F-].C([N+](CCCC)(CCCC)CCCC)CCC. Product: [Cl:1][C:2]1[CH:3]=[CH:4][C:5]([CH:8]([OH:9])[C:11]([F:13])([F:12])[F:10])=[CH:6][N:7]=1. The catalyst class is: 7. (2) Product: [ClH:1].[NH:19]1[C:20]2[C:16](=[C:15]([NH:14][C:2]3[C:7]([C:8]#[N:9])=[CH:6][N:5]=[C:4]4[S:10][C:11]([I:13])=[CH:12][C:3]=34)[CH:23]=[CH:22][CH:21]=2)[CH:17]=[CH:18]1. Reactant: [Cl:1][C:2]1[C:7]([C:8]#[N:9])=[CH:6][N:5]=[C:4]2[S:10][C:11]([I:13])=[CH:12][C:3]=12.[NH2:14][C:15]1[CH:23]=[CH:22][CH:21]=[C:20]2[C:16]=1[CH:17]=[CH:18][NH:19]2. The catalyst class is: 8. (3) Reactant: [NH2:1][C:2]1[CH:3]=[C:4]([C:8]2[CH:9]=[CH:10][C:11]3[N:12]([N:14]=[C:15]([NH:17][C:18]4[CH:23]=[CH:22][CH:21]=[CH:20][C:19]=4[O:24][CH3:25])[N:16]=3)[CH:13]=2)[CH:5]=[CH:6][CH:7]=1.CCN(C(C)C)C(C)C.[CH3:35][S:36](Cl)(=[O:38])=[O:37].O. Product: [CH3:25][O:24][C:19]1[CH:20]=[CH:21][CH:22]=[CH:23][C:18]=1[NH:17][C:15]1[N:16]=[C:11]2[CH:10]=[CH:9][C:8]([C:4]3[CH:3]=[C:2]([NH:1][S:36]([CH3:35])(=[O:38])=[O:37])[CH:7]=[CH:6][CH:5]=3)=[CH:13][N:12]2[N:14]=1. The catalyst class is: 1. (4) Reactant: Br[C:2]1[C:8]([CH3:9])=[CH:7][C:5]([NH2:6])=[C:4]([F:10])[CH:3]=1.[B:11]1([B:11]2[O:15][C:14]([CH3:17])([CH3:16])[C:13]([CH3:19])([CH3:18])[O:12]2)[O:15][C:14]([CH3:17])([CH3:16])[C:13]([CH3:19])([CH3:18])[O:12]1.C1(P(C2CCCCC2)C2CCCCC2)CCCCC1.C([O-])(=O)C.[K+]. Product: [F:10][C:4]1[CH:3]=[C:2]([B:11]2[O:15][C:14]([CH3:17])([CH3:16])[C:13]([CH3:19])([CH3:18])[O:12]2)[C:8]([CH3:9])=[CH:7][C:5]=1[NH2:6]. The catalyst class is: 62. (5) Reactant: [OH:1][C@@H:2]([C@H:4]1[C:34](=[O:35])[N:6]2[C:7]([C:21]([O:23][CH2:24][C:25]3[CH:30]=[CH:29][C:28]([N+:31]([O-:33])=[O:32])=[CH:27][CH:26]=3)=[O:22])=[C:8]([C:11]3[S:15][C:14]4=[C:16]([S:19][CH3:20])[N:17]=[CH:18][N:13]4[CH:12]=3)[C@H:9]([CH3:10])[C@H:5]12)[CH3:3].[F:36][C:37]([F:44])([F:43])[S:38]([O:41]C)(=[O:40])=[O:39]. Product: [F:36][C:37]([F:44])([F:43])[S:38]([O-:41])(=[O:40])=[O:39].[OH:1][C@@H:2]([C@H:4]1[C:34](=[O:35])[N:6]2[C:7]([C:21]([O:23][CH2:24][C:25]3[CH:26]=[CH:27][C:28]([N+:31]([O-:33])=[O:32])=[CH:29][CH:30]=3)=[O:22])=[C:8]([C:11]3[S:15][C:14]4=[C:16]([S:19][CH3:20])[N:17]([CH3:37])[CH:18]=[N+:13]4[CH:12]=3)[C@H:9]([CH3:10])[C@H:5]12)[CH3:3]. The catalyst class is: 4. (6) Reactant: [Cl:1]/[CH:2]=[CH:3]\Cl.[CH:5]([C@@H:8]1[CH2:13][CH2:12][C@@H:11]([CH3:14])[CH2:10][C@H:9]1[O:15][CH2:16][CH2:17][CH2:18][CH2:19][CH2:20][CH2:21]C=C)([CH3:7])[CH3:6]. Product: [Cl:1]/[CH:2]=[CH:3]\[CH2:21][CH2:20][CH2:19][CH2:18][CH2:17][CH2:16][O:15][C@@H:9]1[CH2:10][C@H:11]([CH3:14])[CH2:12][CH2:13][C@H:8]1[CH:5]([CH3:6])[CH3:7]. The catalyst class is: 48. (7) Reactant: [CH3:1][O:2][C:3]([C:5]1[CH:13]=[C:12]2[C:8]([C:9]([CH:32]3[CH2:37][CH2:36][CH2:35][CH2:34][CH2:33]3)=[C:10]([C:14]3[C:15]([NH2:31])=[C:16]4[C:21](=[CH:22][CH:23]=3)[N:20]=[C:19]([C:24]3[S:28][C:27]([CH3:29])=[N:26][C:25]=3[CH3:30])[CH:18]=[CH:17]4)[NH:11]2)=[CH:7][CH:6]=1)=[O:4].C(O[Na])(C)=O.CC(O)=O.[Cl:47][CH2:48][C:49](Cl)=[O:50].C([O-])(O)=O.[Na+]. Product: [CH3:1][O:2][C:3]([C:5]1[CH:13]=[C:12]2[C:8]([C:9]([CH:32]3[CH2:37][CH2:36][CH2:35][CH2:34][CH2:33]3)=[C:10]([C:14]3[C:15]([NH:31][C:49](=[O:50])[CH2:48][Cl:47])=[C:16]4[C:21](=[CH:22][CH:23]=3)[N:20]=[C:19]([C:24]3[S:28][C:27]([CH3:29])=[N:26][C:25]=3[CH3:30])[CH:18]=[CH:17]4)[NH:11]2)=[CH:7][CH:6]=1)=[O:4]. The catalyst class is: 49. (8) Reactant: [Cl:1][C:2]1[CH:41]=[CH:40][C:5]([CH2:6][C@@H:7]([NH:28][CH:29]2[CH2:34][CH2:33][CH:32]([C:35]3[NH:39][NH:38][NH:37][N:36]=3)[CH2:31][CH2:30]2)[C:8]([N:10]2[CH2:15][CH2:14][C:13]([CH:22]3[CH2:27][CH2:26][CH2:25][CH2:24][CH2:23]3)([CH2:16][N:17]3[CH:21]=[N:20][CH:19]=[N:18]3)[CH2:12][CH2:11]2)=[O:9])=[CH:4][CH:3]=1.Cl. Product: [ClH:1].[Cl:1][C:2]1[CH:3]=[CH:4][C:5]([CH2:6][C@@H:7]([NH:28][CH:29]2[CH2:34][CH2:33][CH:32]([C:35]3[NH:39][NH:38][NH:37][N:36]=3)[CH2:31][CH2:30]2)[C:8]([N:10]2[CH2:15][CH2:14][C:13]([CH:22]3[CH2:27][CH2:26][CH2:25][CH2:24][CH2:23]3)([CH2:16][N:17]3[CH:21]=[N:20][CH:19]=[N:18]3)[CH2:12][CH2:11]2)=[O:9])=[CH:40][CH:41]=1. The catalyst class is: 268. (9) Reactant: C(O[C:6](=[O:45])[NH:7][CH2:8][CH2:9][CH2:10][N:11]1[CH2:16][CH2:15][CH:14]([N:17]2[CH:21]=[C:20]([NH:22][C:23]([C:25]3[CH:26]=[N:27][N:28]4[CH:33]=[CH:32][CH:31]=[N:30][C:29]=34)=[O:24])[C:19]([C:34]3[CH:39]=[C:38]([Cl:40])[CH:37]=[CH:36][C:35]=3[O:41][CH:42]([F:44])[F:43])=[N:18]2)[CH2:13][CH2:12]1)(C)(C)C.[C:46](O)(C(F)(F)F)=O.C(Cl)(=O)C. Product: [ClH:40].[C:6]([NH:7][CH2:8][CH2:9][CH2:10][N:11]1[CH2:12][CH2:13][CH:14]([N:17]2[CH:21]=[C:20]([NH:22][C:23]([C:25]3[CH:26]=[N:27][N:28]4[CH:33]=[CH:32][CH:31]=[N:30][C:29]=34)=[O:24])[C:19]([C:34]3[CH:39]=[C:38]([Cl:40])[CH:37]=[CH:36][C:35]=3[O:41][CH:42]([F:43])[F:44])=[N:18]2)[CH2:15][CH2:16]1)(=[O:45])[CH3:46]. The catalyst class is: 202.